Dataset: Forward reaction prediction with 1.9M reactions from USPTO patents (1976-2016). Task: Predict the product of the given reaction. (1) Given the reactants [CH3:1][O:2]/[N:3]=[C:4](/[C:6]1[CH:11]=[CH:10][CH:9]=[CH:8][C:7]=1I)\[CH3:5].[F:13][C:14]1[CH:19]=[CH:18][C:17]([C:20]2[CH:21]=[C:22]3[C:27](=[CH:28][CH:29]=2)[CH:26]=[C:25]([S:30]([O-:32])=[O:31])[CH:24]=[CH:23]3)=[CH:16][CH:15]=1.[Na+], predict the reaction product. The product is: [CH3:1][O:2]/[N:3]=[C:4](/[C:6]1[CH:11]=[CH:10][CH:9]=[CH:8][C:7]=1[S:30]([C:25]1[CH:24]=[CH:23][C:22]2[C:27](=[CH:28][CH:29]=[C:20]([C:17]3[CH:18]=[CH:19][C:14]([F:13])=[CH:15][CH:16]=3)[CH:21]=2)[CH:26]=1)(=[O:31])=[O:32])\[CH3:5]. (2) Given the reactants [Br:1][C:2]1[C:6]([F:7])=[CH:5][NH:4][N:3]=1.CC(C)([O-])C.[K+].[Cl:14][C:15]1[N:16]=[N:17][CH:18]=[C:19](Cl)[CH:20]=1, predict the reaction product. The product is: [Br:1][C:2]1[C:6]([F:7])=[CH:5][N:4]([C:19]2[CH:20]=[C:15]([Cl:14])[N:16]=[N:17][CH:18]=2)[N:3]=1. (3) Given the reactants Br[C:2]1[CH:7]=[CH:6][C:5]([C:8]2[C:14]3[CH:15]=[C:16]([O:21][CH3:22])[C:17]([O:19][CH3:20])=[CH:18][C:13]=3[CH2:12][CH:11]([CH3:23])[N:10]([C:24]([NH:26][CH3:27])=[O:25])[N:9]=2)=[CH:4][CH:3]=1.[CH:28]12[CH2:34][CH:31]([CH2:32][CH2:33]1)[C:30](=[O:35])[NH:29]2.P([O-])([O-])([O-])=O.[K+].[K+].[K+].CN(C)CCN, predict the reaction product. The product is: [CH3:20][O:19][C:17]1[C:16]([O:21][CH3:22])=[CH:15][C:14]2[C:8]([C:5]3[CH:4]=[CH:3][C:2]([N:29]4[C:30](=[O:35])[CH:31]5[CH2:34][CH:28]4[CH2:33][CH2:32]5)=[CH:7][CH:6]=3)=[N:9][N:10]([C:24]([NH:26][CH3:27])=[O:25])[CH:11]([CH3:23])[CH2:12][C:13]=2[CH:18]=1. (4) Given the reactants [OH:1]/[N:2]=[C:3](/[C:6]1[CH:11]=[CH:10][CH:9]=[C:8]([F:12])[CH:7]=1)\[C:4]#[N:5].Cl[CH2:14][C:15]1[N:20]=[C:19]([NH:21][C:22](=[O:28])[O:23][C:24]([CH3:27])([CH3:26])[CH3:25])[CH:18]=[CH:17][CH:16]=1.C(=O)([O-])[O-].[Cs+].[Cs+], predict the reaction product. The product is: [C:4](/[C:3](=[N:2]\[O:1][CH2:14][C:15]1[N:20]=[C:19]([NH:21][C:22](=[O:28])[O:23][C:24]([CH3:26])([CH3:25])[CH3:27])[CH:18]=[CH:17][CH:16]=1)/[C:6]1[CH:11]=[CH:10][CH:9]=[C:8]([F:12])[CH:7]=1)#[N:5].